Predict the reactants needed to synthesize the given product. From a dataset of Full USPTO retrosynthesis dataset with 1.9M reactions from patents (1976-2016). (1) Given the product [Cl:1][C:2]1[N:10]=[C:9]([Cl:11])[C:8]([F:12])=[C:7]([I:19])[C:3]=1[C:4]([OH:6])=[O:5], predict the reactants needed to synthesize it. The reactants are: [Cl:1][C:2]1[N:10]=[C:9]([Cl:11])[C:8]([F:12])=[CH:7][C:3]=1[C:4]([OH:6])=[O:5].C[Li].FC([I:19])(F)F.O. (2) Given the product [CH3:21][N:8]([C:9]1[CH:14]=[CH:13][N:12]=[C:11]([C:15]2[CH:20]=[CH:19][CH:18]=[CH:17][CH:16]=2)[N:10]=1)[C:6]1[CH:5]=[CH:4][N:3]=[C:2]([NH:30][CH2:22][CH2:23][C:24]2[CH:29]=[CH:28][CH:27]=[CH:26][CH:25]=2)[N:7]=1, predict the reactants needed to synthesize it. The reactants are: F[C:2]1[N:7]=[C:6]([N:8]([CH3:21])[C:9]2[CH:14]=[CH:13][N:12]=[C:11]([C:15]3[CH:20]=[CH:19][CH:18]=[CH:17][CH:16]=3)[N:10]=2)[CH:5]=[CH:4][N:3]=1.[CH2:22]([NH2:30])[CH2:23][C:24]1[CH:29]=[CH:28][CH:27]=[CH:26][CH:25]=1.